From a dataset of Full USPTO retrosynthesis dataset with 1.9M reactions from patents (1976-2016). Predict the reactants needed to synthesize the given product. (1) Given the product [N+:11]([C:3]1[CH:4]=[CH:5][CH:6]=[C:7]([N+:8]([O-:10])=[O:9])[C:2]=1[CH:29]([OH:33])[CH:30]([CH3:32])[CH3:31])([O-:13])=[O:12], predict the reactants needed to synthesize it. The reactants are: I[C:2]1[C:7]([N+:8]([O-:10])=[O:9])=[CH:6][CH:5]=[CH:4][C:3]=1[N+:11]([O-:13])=[O:12].C(=O)=O.C(O)(C)C.C1([Mg]Br)C=CC=CC=1.[CH:29](=[O:33])[CH:30]([CH3:32])[CH3:31]. (2) Given the product [N:25]1[C:26]2[C:31](=[CH:30][CH:29]=[CH:28][CH:27]=2)[CH:32]=[C:23]([C:18]2[C:17]3[C:16]4[C:11](=[CH:12][CH:13]=[CH:14][CH:15]=4)[N:10]([C:8]4[CH:7]=[CH:6][C:3]([C:4]([NH2:5])=[O:34])=[C:2]([NH:39][CH2:40][C:41]5([OH:44])[CH2:43][CH2:42]5)[CH:9]=4)[C:22]=3[CH:21]=[CH:20][CH:19]=2)[CH:24]=1, predict the reactants needed to synthesize it. The reactants are: F[C:2]1[CH:9]=[C:8]([N:10]2[C:22]3[CH:21]=[CH:20][CH:19]=[C:18]([C:23]4[CH:24]=[N:25][C:26]5[C:31]([CH:32]=4)=[CH:30][CH:29]=[CH:28][CH:27]=5)[C:17]=3[C:16]3[C:11]2=[CH:12][CH:13]=[CH:14][CH:15]=3)[CH:7]=[CH:6][C:3]=1[C:4]#[N:5].C(=O)([O-])[O-:34].[K+].[K+].[NH2:39][CH2:40][C:41]1([OH:44])[CH2:43][CH2:42]1.[OH-].[Na+].OO. (3) Given the product [CH3:1][C:2]1([CH3:8])[CH2:4][CH:3]1[C:5]([NH:21][C:22]1[N:23]=[C:24]2[CH:29]=[CH:28][C:27]([O:30][C:31]3[CH:32]=[CH:33][C:34]([F:47])=[C:35]([NH:37][C:38]([C:40]4[N:44]([CH3:45])[N:43]=[C:42]([CH3:46])[CH:41]=4)=[O:39])[CH:36]=3)=[N:26][N:25]2[CH:48]=1)=[O:6], predict the reactants needed to synthesize it. The reactants are: [CH3:1][C:2]1([CH3:8])[CH2:4][CH:3]1[C:5](O)=[O:6].CN(C)C=O.C(Cl)(=O)C(Cl)=O.Cl.[NH2:21][C:22]1[N:23]=[C:24]2[CH:29]=[CH:28][C:27]([O:30][C:31]3[CH:32]=[CH:33][C:34]([F:47])=[C:35]([NH:37][C:38]([C:40]4[N:44]([CH3:45])[N:43]=[C:42]([CH3:46])[CH:41]=4)=[O:39])[CH:36]=3)=[N:26][N:25]2[CH:48]=1.